From a dataset of Reaction yield outcomes from USPTO patents with 853,638 reactions. Predict the reaction yield, written as a fraction of the theoretical maximum amount of product (1.0 means a 100% yield; for example, 0.34 means a 34% yield). (1) The reactants are [N:1]1[C:10]2[C:5](=[CH:6][CH:7]=[CH:8][CH:9]=2)[CH:4]=[C:3]([CH:11]=O)[CH:2]=1.CN.CO.CC(O)=O.[BH3-][C:22]#[N:23].[Na+]. The catalyst is CO. The product is [CH3:22][NH:23][CH2:11][C:3]1[CH:2]=[N:1][C:10]2[C:5]([CH:4]=1)=[CH:6][CH:7]=[CH:8][CH:9]=2. The yield is 0.240. (2) The reactants are S(Cl)(Cl)=O.CC1C=CC=CC=1CCC(O)=O.CC1C=CC=CC=1CCC(Cl)=O.[CH3:29][O:30][C:31]1[CH:32]=[C:33]2[C:38](=[CH:39][C:40]=1[O:41][CH3:42])[N:37]=[CH:36][N:35]=[C:34]2[O:43][C:44]1[CH:50]=[CH:49][C:47]([NH2:48])=[CH:46][CH:45]=1.[CH3:51][C:52]1[CH:57]=[CH:56][CH:55]=[CH:54][C:53]=1[CH2:58][CH2:59][C:60]([N:62]=[C:63]=[S:64])=[O:61]. The catalyst is C1(C)C=CC=CC=1.C(O)C. The product is [CH3:29][O:30][C:31]1[CH:32]=[C:33]2[C:38](=[CH:39][C:40]=1[O:41][CH3:42])[N:37]=[CH:36][N:35]=[C:34]2[O:43][C:44]1[CH:50]=[CH:49][C:47]([NH:48][C:63]([NH:62][C:60](=[O:61])[CH2:59][CH2:58][C:53]2[CH:54]=[CH:55][CH:56]=[CH:57][C:52]=2[CH3:51])=[S:64])=[CH:46][CH:45]=1. The yield is 0.570.